From a dataset of Retrosynthesis with 50K atom-mapped reactions and 10 reaction types from USPTO. Predict the reactants needed to synthesize the given product. (1) Given the product O=C(COc1ccc2c(c1)C(C1(c3ccc(Cl)cc3)CCC1)=NCC2)N1CCNCC1, predict the reactants needed to synthesize it. The reactants are: CC(C)(C)OC(=O)N1CCN(C(=O)COc2ccc3c(c2)C(C2(c4ccc(Cl)cc4)CCC2)=NCC3)CC1. (2) Given the product CCNC(=O)c1ccc(-n2nnc(C(=O)NC3CC3)c2C)c(OCc2ccccc2)c1, predict the reactants needed to synthesize it. The reactants are: CCNC(=O)c1ccc(-n2nnc(C(=O)O)c2C)c(OCc2ccccc2)c1.NC1CC1. (3) Given the product CC(C)(C)OC(=O)N1CCN(CC(O)CNC(=O)c2ccc(Nc3nc(NCc4ccc(O)cc4)nc(OCC(F)(F)F)n3)cc2)CC1, predict the reactants needed to synthesize it. The reactants are: CC(C)(C)OC(=O)N1CCN(CC(O)CN)CC1.O=C(O)c1ccc(Nc2nc(NCc3ccc(O)cc3)nc(OCC(F)(F)F)n2)cc1. (4) Given the product O=Cc1c(O)cccc1OCCCCC(=O)O, predict the reactants needed to synthesize it. The reactants are: CCOC(=O)CCCCOc1cccc(O)c1C=O. (5) Given the product COc1cc(Br)ccc1C(=O)O, predict the reactants needed to synthesize it. The reactants are: CI.O=C(O)c1ccc(Br)cc1O. (6) The reactants are: CC(=O)C(=O)O.Cc1cc(Nc2ccn(-c3ccccc3)n2)cc(C)c1O. Given the product CC(=O)C(=O)Oc1c(C)cc(Nc2ccn(-c3ccccc3)n2)cc1C, predict the reactants needed to synthesize it. (7) Given the product Cc1nc2ccc(SCc3nc(N4CCCC4)nn3C)nn2c1C, predict the reactants needed to synthesize it. The reactants are: Cc1nc2ccc(Cl)nn2c1C.Cn1nc(N2CCCC2)nc1CS. (8) Given the product CC(C)(C)OC(=O)N1CCC2(CC1)CC(=O)c1cc(C#N)ccc1O2, predict the reactants needed to synthesize it. The reactants are: CC(C)(C)OC(=O)N1CCC2(CC1)CC(=O)c1cc(Br)ccc1O2.[C-]#N.